This data is from Forward reaction prediction with 1.9M reactions from USPTO patents (1976-2016). The task is: Predict the product of the given reaction. (1) Given the reactants [C:1]1(=[O:29])[N:5]([CH2:6][C@H:7]([OH:23])[CH2:8][NH:9][C:10]2[CH:15]=[CH:14][C:13]([N:16]3[CH2:21][CH2:20][O:19][CH2:18][CH2:17]3)=[C:12]([F:22])[CH:11]=2)[C:4](=[O:24])[C:3]2=[CH:25][CH:26]=[CH:27][CH:28]=[C:2]12.[C:30](C1NC=CN=1)(C1NC=CN=1)=[O:31], predict the reaction product. The product is: [F:22][C:12]1[CH:11]=[C:10]([N:9]2[CH2:8][C@H:7]([CH2:6][N:5]3[C:4](=[O:24])[C:3]4=[CH:25][CH:26]=[CH:27][CH:28]=[C:2]4[C:1]3=[O:29])[O:23][C:30]2=[O:31])[CH:15]=[CH:14][C:13]=1[N:16]1[CH2:17][CH2:18][O:19][CH2:20][CH2:21]1. (2) Given the reactants [Br:1][C:2]1[CH:7]=[C:6]([Br:8])[N:5]=[C:4]([C:9]2[CH:14]=[CH:13][C:12]([F:15])=[CH:11][C:10]=2[F:16])[C:3]=1[CH3:17].[Br:18]N1C(=O)CCC1=O.C(OOC(=O)C1C=CC=CC=1)(=O)C1C=CC=CC=1, predict the reaction product. The product is: [Br:1][C:2]1[CH:7]=[C:6]([Br:8])[N:5]=[C:4]([C:9]2[CH:14]=[CH:13][C:12]([F:15])=[CH:11][C:10]=2[F:16])[C:3]=1[CH2:17][Br:18]. (3) Given the reactants C1(S([N:10]2[C:18]3[C:13](=[CH:14][C:15]([Br:19])=[CH:16][CH:17]=3)[CH:12]=[C:11]2[CH2:20][C:21]([OH:40])([CH2:26][C:27]([C:30]2[C:38]3[O:37][CH2:36][CH2:35][C:34]=3[CH:33]=[C:32]([Cl:39])[CH:31]=2)([CH3:29])[CH3:28])[C:22]([F:25])([F:24])[F:23])(=O)=O)C=CC=CC=1, predict the reaction product. The product is: [Br:19][C:15]1[CH:14]=[C:13]2[C:18](=[CH:17][CH:16]=1)[NH:10][C:11]([CH2:20][C:21]([OH:40])([CH2:26][C:27]([C:30]1[C:38]3[O:37][CH2:36][CH2:35][C:34]=3[CH:33]=[C:32]([Cl:39])[CH:31]=1)([CH3:29])[CH3:28])[C:22]([F:25])([F:23])[F:24])=[CH:12]2. (4) Given the reactants C(OC([N:8]1[CH2:11][CH:10]([N:12]2[CH2:17][CH2:16][CH:15]([OH:18])[CH2:14][CH2:13]2)[CH2:9]1)=O)(C)(C)C, predict the reaction product. The product is: [NH:8]1[CH2:11][CH:10]([N:12]2[CH2:17][CH2:16][CH:15]([OH:18])[CH2:14][CH2:13]2)[CH2:9]1. (5) The product is: [Cl:1][C:2]1[CH:7]=[CH:6][CH:5]=[C:4]([F:8])[C:3]=1[C:9](=[O:15])[C:10](=[N+:23]=[N-:24])[C:11]([O:13][CH3:14])=[O:12]. Given the reactants [Cl:1][C:2]1[CH:7]=[CH:6][CH:5]=[C:4]([F:8])[C:3]=1[C:9](=[O:15])[CH2:10][C:11]([O:13][CH3:14])=[O:12].C(N(CC)CC)C.[N-:23]=[N+:24]=[N-], predict the reaction product. (6) Given the reactants [Br:1][C:2]1[CH:10]=[CH:9][CH:8]=[C:7]2[C:3]=1[C:4]([NH2:11])=[N:5][NH:6]2.CC1(C)OC(=O)[CH:16]([C:20]([CH:22]2[CH2:27][CH2:26][N:25]([C:28]([O:30][C:31]([CH3:34])([CH3:33])[CH3:32])=[O:29])[CH2:24][CH2:23]2)=O)[C:15](=O)[O:14]1.P([O-])([O-])([O-])=O.[K+].[K+].[K+], predict the reaction product. The product is: [Br:1][C:2]1[C:3]2[C:7]([CH:8]=[CH:9][CH:10]=1)=[N:6][N:5]1[C:20]([CH:22]3[CH2:27][CH2:26][N:25]([C:28]([O:30][C:31]([CH3:34])([CH3:33])[CH3:32])=[O:29])[CH2:24][CH2:23]3)=[CH:16][C:15](=[O:14])[NH:11][C:4]=21. (7) Given the reactants [H-].[Na+].Cl.[NH2:4][C:5]([NH2:7])=[NH:6].[C:8]([O:12][C:13](=[O:34])[CH:14]([CH2:30][CH:31]([CH3:33])[CH3:32])[NH:15][C:16]([C:18]1[CH:27]=[C:26]2[C:21]([C:22]([Cl:29])=[CH:23][N:24]=[C:25]2Cl)=[CH:20][CH:19]=1)=[O:17])([CH3:11])([CH3:10])[CH3:9].O, predict the reaction product. The product is: [C:8]([O:12][C:13](=[O:34])[CH:14]([CH2:30][CH:31]([CH3:32])[CH3:33])[NH:15][C:16]([C:18]1[CH:27]=[C:26]2[C:21]([C:22]([Cl:29])=[CH:23][N:24]=[C:25]2[NH:6][C:5]([NH2:7])=[NH:4])=[CH:20][CH:19]=1)=[O:17])([CH3:11])([CH3:10])[CH3:9].